From a dataset of Reaction yield outcomes from USPTO patents with 853,638 reactions. Predict the reaction yield, written as a fraction of the theoretical maximum amount of product (1.0 means a 100% yield; for example, 0.34 means a 34% yield). (1) The reactants are [C:1]([C:3]1[CH:4]=[C:5]([CH:7]=[C:8]([F:10])[CH:9]=1)[NH2:6])#[CH:2].Br.Br[CH:13]([C:15]1[CH:16]=[C:17]([C:32]([N:34]([CH3:36])[CH3:35])=[O:33])[CH:18]=[C:19]2[C:24]=1[O:23][C:22]([N:25]1[CH2:30][CH2:29][O:28][CH2:27][CH2:26]1)=[CH:21][C:20]2=[O:31])[CH3:14]. No catalyst specified. The product is [C:1]([C:3]1[CH:4]=[C:5]([NH:6][CH:13]([C:15]2[CH:16]=[C:17]([C:32]([N:34]([CH3:36])[CH3:35])=[O:33])[CH:18]=[C:19]3[C:24]=2[O:23][C:22]([N:25]2[CH2:30][CH2:29][O:28][CH2:27][CH2:26]2)=[CH:21][C:20]3=[O:31])[CH3:14])[CH:7]=[C:8]([F:10])[CH:9]=1)#[CH:2]. The yield is 0.560. (2) The reactants are [CH3:1][O:2][C:3](=[O:14])[C:4]1[CH:9]=[CH:8][C:7]([N+:10]([O-:12])=[O:11])=[CH:6][C:5]=1[NH2:13].C(N(CC)CC)C.[F:22][C:23]([F:35])([F:34])[O:24][C:25]1[CH:33]=[CH:32][C:28]([C:29](Cl)=[O:30])=[CH:27][CH:26]=1. The catalyst is C(Cl)Cl. The product is [CH3:1][O:2][C:3](=[O:14])[C:4]1[CH:9]=[CH:8][C:7]([N+:10]([O-:12])=[O:11])=[CH:6][C:5]=1[NH:13][C:29](=[O:30])[C:28]1[CH:32]=[CH:33][C:25]([O:24][C:23]([F:22])([F:34])[F:35])=[CH:26][CH:27]=1. The yield is 0.700.